Binary Classification. Given a T-cell receptor sequence (or CDR3 region) and an epitope sequence, predict whether binding occurs between them. From a dataset of TCR-epitope binding with 47,182 pairs between 192 epitopes and 23,139 TCRs. (1) The epitope is RPHERNGFTVL. The TCR CDR3 sequence is CASSKGAAITVGLETQYF. Result: 1 (the TCR binds to the epitope). (2) The epitope is RPPIFIRRL. The TCR CDR3 sequence is CATSGRDATNEKLFF. Result: 1 (the TCR binds to the epitope).